This data is from NCI-60 drug combinations with 297,098 pairs across 59 cell lines. The task is: Regression. Given two drug SMILES strings and cell line genomic features, predict the synergy score measuring deviation from expected non-interaction effect. (1) Drug 1: CN(C)C1=NC(=NC(=N1)N(C)C)N(C)C. Drug 2: CC1=C(C=C(C=C1)C(=O)NC2=CC(=CC(=C2)C(F)(F)F)N3C=C(N=C3)C)NC4=NC=CC(=N4)C5=CN=CC=C5. Cell line: HCT116. Synergy scores: CSS=4.18, Synergy_ZIP=1.79, Synergy_Bliss=7.00, Synergy_Loewe=7.73, Synergy_HSA=6.20. (2) Drug 1: CC1OCC2C(O1)C(C(C(O2)OC3C4COC(=O)C4C(C5=CC6=C(C=C35)OCO6)C7=CC(=C(C(=C7)OC)O)OC)O)O. Drug 2: CC12CCC3C(C1CCC2OP(=O)(O)O)CCC4=C3C=CC(=C4)OC(=O)N(CCCl)CCCl.[Na+]. Cell line: HCT116. Synergy scores: CSS=55.1, Synergy_ZIP=-4.15, Synergy_Bliss=-5.33, Synergy_Loewe=-26.4, Synergy_HSA=-2.56.